Dataset: Peptide-MHC class II binding affinity with 134,281 pairs from IEDB. Task: Regression. Given a peptide amino acid sequence and an MHC pseudo amino acid sequence, predict their binding affinity value. This is MHC class II binding data. (1) The peptide sequence is TAAATAPADDKFTVF. The MHC is HLA-DQA10104-DQB10503 with pseudo-sequence HLA-DQA10104-DQB10503. The binding affinity (normalized) is 0.0948. (2) The peptide sequence is AMAPTMAAPGAAVAS. The MHC is DRB1_0101 with pseudo-sequence DRB1_0101. The binding affinity (normalized) is 0.473. (3) The peptide sequence is LSCLVEIESCRKNSC. The MHC is DRB1_0101 with pseudo-sequence DRB1_0101. The binding affinity (normalized) is 0.342. (4) The peptide sequence is EKKYGAATQFEPLAA. The MHC is HLA-DPA10201-DPB10501 with pseudo-sequence HLA-DPA10201-DPB10501. The binding affinity (normalized) is 0.386. (5) The peptide sequence is GGSILQTNFKSLSSTEF. The MHC is DRB1_0401 with pseudo-sequence DRB1_0401. The binding affinity (normalized) is 0.463. (6) The peptide sequence is AEKFKEDVINDFVSS. The MHC is DRB1_1001 with pseudo-sequence DRB1_1001. The binding affinity (normalized) is 0.373. (7) The peptide sequence is IACRTSIVGRAWENT. The MHC is DRB1_0101 with pseudo-sequence DRB1_0101. The binding affinity (normalized) is 0.240.